From a dataset of Drug-target binding data from BindingDB using Ki measurements. Regression. Given a target protein amino acid sequence and a drug SMILES string, predict the binding affinity score between them. We predict pKi (pKi = -log10(Ki in M); higher means stronger inhibition). Dataset: bindingdb_ki. (1) The drug is COc1ccccc1CNCCCCCCNCCCCCCCCNCCCCCCNCc1ccccc1OC. The target protein (P08485) has sequence MNFTPVNGSSANQSVRLVTAAHNHLETVEMVFIATVTGSLSLVTVVGNILVMLSIKVNRQLQTVNNYFLFSLGCADLIIGAFSMNLYTLYIIKGYWPLGAVVCDLWLALDYVVSNASVMNLLIISFDRYFCVTKPLTYPARRTTKMAGLMIAAAWVLSFVLWAPAILFWQFVVGKRTVPDNQCFIQFLSNPAVTFGTAIAAFYLPVVIMTVLYIHISLASRSRVHKHRPEGPKEKKAKTLAFLKSPLMKPSIKKPPPGGASREELRNGKLEEAPPPALPPPPRPVPDKDTSNESSSGSATQNTKERPPTELSTAEATTPALPAPTLQPRTLNPASKWSKIQIVTKQTGNECVTAIEIVPATPAGMRPAANVARKFASIARNQVRKKRQMAARERKVTRTIFAILLAFILTWTPYNVMVLVNTFCQSCIPERVWSIGYWLCYVNSTINPACYALCNATFKKTFRHLLLCQYRNIGTAR. The pKi is 6.4. (2) The drug is CCC(C)C1NC(=O)[C@H](Cc2ccccc2)NC(=O)[C@H]2CCCN2C(=O)[C@H](Cc2ccccc2)N(C)C(=O)[C@@H]2CCC=NN2C(=O)[C@H]2CCC=NN2C1=O. The target protein sequence is MLNTTLSACFLSLLALTSACYFQNCP. The pKi is 6.1.